From a dataset of Peptide-MHC class I binding affinity with 185,985 pairs from IEDB/IMGT. Regression. Given a peptide amino acid sequence and an MHC pseudo amino acid sequence, predict their binding affinity value. This is MHC class I binding data. (1) The peptide sequence is RTTLWCDVR. The MHC is HLA-B08:01 with pseudo-sequence HLA-B08:01. The binding affinity (normalized) is 0.0847. (2) The peptide sequence is APCKIPFEI. The MHC is HLA-B07:02 with pseudo-sequence HLA-B07:02. The binding affinity (normalized) is 0.831. (3) The peptide sequence is TSAPDTRPA. The MHC is HLA-A01:01 with pseudo-sequence HLA-A01:01. The binding affinity (normalized) is 0.0113. (4) The peptide sequence is KIIDNFEKL. The MHC is HLA-A02:03 with pseudo-sequence HLA-A02:03. The binding affinity (normalized) is 0.746. (5) The peptide sequence is SLTSLLKTHR. The MHC is HLA-A68:01 with pseudo-sequence HLA-A68:01. The binding affinity (normalized) is 0.395. (6) The peptide sequence is SMMGFKMNY. The MHC is HLA-A31:01 with pseudo-sequence HLA-A31:01. The binding affinity (normalized) is 0.505.